From a dataset of Catalyst prediction with 721,799 reactions and 888 catalyst types from USPTO. Predict which catalyst facilitates the given reaction. (1) Reactant: [Br:1][C:2]1[CH:10]=[C:9]2[C:5]([C:6]3[C:14]([C:15]4[C:16]([CH3:34])=[C:17]([NH:21][CH2:22][C:23]5[CH:31]=CC(OC)=[CH:28][C:24]=5[C:25]([OH:27])=O)[CH:18]=[CH:19][CH:20]=4)=[CH:13][N:12]=[C:11]([C:35](=[O:37])[NH2:36])[C:7]=3[NH:8]2)=[CH:4][CH:3]=1.F[P-](F)(F)(F)(F)F.N1(O[P+](N(C)C)(N(C)C)N(C)C)C2C=CC=CC=2N=N1.CN1CCOCC1.[C:72]([O:75][CH2:76][CH3:77])(=O)C.CCCCCC. Product: [Br:1][C:2]1[CH:10]=[C:9]2[C:5]([C:6]3[C:14]([C:15]4[CH:20]=[CH:19][CH:18]=[C:17]([N:21]5[CH2:22][C:23]6[C:24](=[CH:28][C:76]([O:75][CH3:72])=[CH:77][CH:31]=6)[C:25]5=[O:27])[C:16]=4[CH3:34])=[CH:13][N:12]=[C:11]([C:35]([NH2:36])=[O:37])[C:7]=3[NH:8]2)=[CH:4][CH:3]=1. The catalyst class is: 39. (2) Reactant: [NH2:1][C:2]1[CH:3]=[C:4]([CH:31]=[CH:32][CH:33]=1)[O:5][C:6]1[C:7]2[S:30][CH:29]=[CH:28][C:8]=2[N:9]=[C:10]([NH:12][C:13]2[CH:18]=[CH:17][C:16]([N:19]3[CH2:24][CH2:23][N:22]([CH3:25])[CH2:21][CH2:20]3)=[CH:15][C:14]=2[O:26][CH3:27])[N:11]=1.C([O-])(O)=O.[Na+].[O:39]1C[CH2:42][CH2:41][CH2:40]1.C(Cl)(=O)C=C. Product: [CH3:27][O:26][C:14]1[CH:15]=[C:16]([N:19]2[CH2:24][CH2:23][N:22]([CH3:25])[CH2:21][CH2:20]2)[CH:17]=[CH:18][C:13]=1[NH:12][C:10]1[N:11]=[C:6]([O:5][C:4]2[CH:3]=[C:2]([NH:1][C:40](=[O:39])[CH:41]=[CH2:42])[CH:33]=[CH:32][CH:31]=2)[C:7]2[S:30][CH:29]=[CH:28][C:8]=2[N:9]=1. The catalyst class is: 6.